This data is from CYP2C19 inhibition data for predicting drug metabolism from PubChem BioAssay. The task is: Regression/Classification. Given a drug SMILES string, predict its absorption, distribution, metabolism, or excretion properties. Task type varies by dataset: regression for continuous measurements (e.g., permeability, clearance, half-life) or binary classification for categorical outcomes (e.g., BBB penetration, CYP inhibition). Dataset: cyp2c19_veith. (1) The drug is CCOc1cc(C)ccc1OCc1nnc(SCC(=O)c2cccc([N+](=O)[O-])c2)n1CC. The result is 0 (non-inhibitor). (2) The drug is O=P(Cc1cc[n+]([O-])cc1)(c1ccccc1)c1ccccc1. The result is 1 (inhibitor).